Predict the reactants needed to synthesize the given product. From a dataset of Full USPTO retrosynthesis dataset with 1.9M reactions from patents (1976-2016). Given the product [CH3:1][C:2]([C:15]1[CH:16]=[C:17]([CH3:21])[CH:18]=[CH:19][CH:20]=1)([CH2:8][C:9]1[CH:14]=[CH:13][CH:12]=[CH:11][CH:10]=1)[C:3]([OH:5])=[O:4], predict the reactants needed to synthesize it. The reactants are: [CH3:1][C:2]([C:15]1[CH:16]=[C:17]([CH3:21])[CH:18]=[CH:19][CH:20]=1)([CH2:8][C:9]1[CH:14]=[CH:13][CH:12]=[CH:11][CH:10]=1)[C:3]([O:5]CC)=[O:4].[OH-].[Na+].